From a dataset of Peptide-MHC class II binding affinity with 134,281 pairs from IEDB. Regression. Given a peptide amino acid sequence and an MHC pseudo amino acid sequence, predict their binding affinity value. This is MHC class II binding data. (1) The peptide sequence is LGQTIRNSRWSSPDN. The MHC is DRB5_0101 with pseudo-sequence DRB5_0101. The binding affinity (normalized) is 0.164. (2) The peptide sequence is LLMRRMRRPTGKVTL. The MHC is HLA-DQA10501-DQB10302 with pseudo-sequence HLA-DQA10501-DQB10302. The binding affinity (normalized) is 0.324.